Dataset: Full USPTO retrosynthesis dataset with 1.9M reactions from patents (1976-2016). Task: Predict the reactants needed to synthesize the given product. (1) Given the product [C:1]([O:4][CH2:5][CH:6]1[CH2:7][N:8]2[C:9](=[N:10][C:11]3[CH:16]=[CH:15][CH:14]=[C:13]([N:17]([CH2:18][CH3:19])[CH2:20][CH3:21])[C:12]=32)[N:22]1[C:23]1[CH:28]=[CH:27][C:26]([Cl:29])=[CH:25][C:24]=1[Cl:30])(=[O:3])[CH3:2], predict the reactants needed to synthesize it. The reactants are: [C:1]([O:4][CH2:5][CH:6](O)[CH2:7][N:8]1[C:12]2[C:13]([N:17]([CH2:20][CH3:21])[CH2:18][CH3:19])=[CH:14][CH:15]=[CH:16][C:11]=2[N:10]=[C:9]1[NH:22][C:23]1[CH:28]=[CH:27][C:26]([Cl:29])=[CH:25][C:24]=1[Cl:30])(=[O:3])[CH3:2].CS(Cl)(=O)=O.C(=O)([O-])[O-].[K+].[K+]. (2) Given the product [Cl:1][C:2]1[N:11]=[C:10]([NH:27][CH:24]2[CH2:25][CH2:26][N:21]([CH2:20][C:19]3[CH:28]=[CH:29][C:30]([O:31][CH3:32])=[C:17]([O:16][CH2:14][CH3:15])[CH:18]=3)[CH2:22][CH2:23]2)[C:9]2[C:4](=[CH:5][C:6]([Cl:13])=[CH:7][CH:8]=2)[N:3]=1, predict the reactants needed to synthesize it. The reactants are: [Cl:1][C:2]1[N:11]=[C:10](Cl)[C:9]2[C:4](=[CH:5][C:6]([Cl:13])=[CH:7][CH:8]=2)[N:3]=1.[CH2:14]([O:16][C:17]1[CH:18]=[C:19]([CH:28]=[CH:29][C:30]=1[O:31][CH3:32])[CH2:20][N:21]1[CH2:26][CH2:25][CH:24]([NH2:27])[CH2:23][CH2:22]1)[CH3:15]. (3) Given the product [C:25]1([CH2:24][N:10]2[CH:9]=[C:8]([CH2:11][CH2:12][NH:13][C:14](=[O:20])[O:15][C:16]([CH3:17])([CH3:18])[CH3:19])[S:7]/[C:6]/2=[N:5]\[C:3](=[O:4])[C:2]([F:21])([F:1])[F:22])[C:34]2[C:29](=[CH:30][CH:31]=[CH:32][CH:33]=2)[CH:28]=[CH:27][CH:26]=1, predict the reactants needed to synthesize it. The reactants are: [F:1][C:2]([F:22])([F:21])[C:3]([NH:5][C:6]1[S:7][C:8]([CH2:11][CH2:12][NH:13][C:14](=[O:20])[O:15][C:16]([CH3:19])([CH3:18])[CH3:17])=[CH:9][N:10]=1)=[O:4].Cl[CH2:24][C:25]1[C:34]2[C:29](=[CH:30][CH:31]=[CH:32][CH:33]=2)[CH:28]=[CH:27][CH:26]=1. (4) Given the product [ClH:39].[F:35][C:30]1[CH:29]=[C:28]([NH:27][C:25]([NH:24][C@H:21]2[CH2:20][C@H:19]3[C@:15]([C:12]4[CH:13]=[CH:14][C:9]([OH:8])=[C:10]([O:37][CH3:38])[CH:11]=4)([CH2:16][CH2:17][N:18]3[CH3:36])[CH2:23][CH2:22]2)=[O:26])[CH:33]=[CH:32][C:31]=1[F:34], predict the reactants needed to synthesize it. The reactants are: C([O:8][C:9]1[CH:14]=[CH:13][C:12]([C@@:15]23[CH2:23][CH2:22][C@@H:21]([NH:24][C:25]([NH:27][C:28]4[CH:33]=[CH:32][C:31]([F:34])=[C:30]([F:35])[CH:29]=4)=[O:26])[CH2:20][C@@H:19]2[N:18]([CH3:36])[CH2:17][CH2:16]3)=[CH:11][C:10]=1[O:37][CH3:38])C1C=CC=CC=1.[ClH:39]. (5) The reactants are: [H-].[Na+].[O:3]=[C:4]([CH2:11][CH2:12][CH3:13])[CH2:5][C:6]([O:8][CH2:9][CH3:10])=[O:7].Br[CH2:15][C:16]1[CH:21]=[CH:20][C:19]([C:22]2[C:23]([C:28]#[N:29])=[CH:24][CH:25]=[CH:26][CH:27]=2)=[C:18]([N+:30]([O-:32])=[O:31])[CH:17]=1.Cl. Given the product [C:28]([C:23]1[CH:24]=[CH:25][CH:26]=[CH:27][C:22]=1[C:19]1[CH:20]=[CH:21][C:16]([CH2:15][CH:5]([C:4](=[O:3])[CH2:11][CH2:12][CH3:13])[C:6]([O:8][CH2:9][CH3:10])=[O:7])=[CH:17][C:18]=1[N+:30]([O-:32])=[O:31])#[N:29], predict the reactants needed to synthesize it. (6) Given the product [CH2:1]([O:8][C:9]1[CH:14]=[CH:13][C:12]([C:20]2[N:21]=[CH:22][C:23]([C:26]([O:28][CH3:29])=[O:27])=[N:24][CH:25]=2)=[C:11]([F:18])[CH:10]=1)[C:2]1[CH:7]=[CH:6][CH:5]=[CH:4][CH:3]=1, predict the reactants needed to synthesize it. The reactants are: [CH2:1]([O:8][C:9]1[CH:14]=[CH:13][C:12](B(O)O)=[C:11]([F:18])[CH:10]=1)[C:2]1[CH:7]=[CH:6][CH:5]=[CH:4][CH:3]=1.Br[C:20]1[N:21]=[CH:22][C:23]([C:26]([O:28][CH3:29])=[O:27])=[N:24][CH:25]=1.C([O-])([O-])=O.[Cs+].[Cs+]. (7) Given the product [CH2:32]([NH:1][C:2]1[CH:7]=[CH:6][C:5]([C:8]2[C:16]3[C:11](=[N:12][CH:13]=[N:14][C:15]=3[NH2:17])[N:10]([C@H:18]3[CH2:23][CH2:22][C@@H:21]([N:24]4[CH2:25][CH2:26][N:27]([CH3:30])[CH2:28][CH2:29]4)[CH2:20][CH2:19]3)[N:9]=2)=[CH:4][C:3]=1[F:31])[CH3:33], predict the reactants needed to synthesize it. The reactants are: [NH2:1][C:2]1[CH:7]=[CH:6][C:5]([C:8]2[C:16]3[C:11](=[N:12][CH:13]=[N:14][C:15]=3[NH2:17])[N:10]([C@H:18]3[CH2:23][CH2:22][C@@H:21]([N:24]4[CH2:29][CH2:28][N:27]([CH3:30])[CH2:26][CH2:25]4)[CH2:20][CH2:19]3)[N:9]=2)=[CH:4][C:3]=1[F:31].[CH:32](=O)[CH3:33].C(O)(=O)C.C(O[BH-](OC(=O)C)OC(=O)C)(=O)C.[Na+]. (8) Given the product [C:38]([O:37][C:35](=[O:36])[CH2:34][N:9]1[C@H:8]([C:25]2[CH:26]=[CH:27][C:28]([C:29]#[N:30])=[CH:31][CH:32]=2)[C:7]([C:5]([CH:1]2[CH2:4][CH2:3][CH2:2]2)=[O:6])=[C:12]([CH3:13])[N:11]([C:14]2[CH:19]=[CH:18][CH:17]=[C:16]([C:20]([F:22])([F:23])[F:21])[CH:15]=2)[C:10]1=[O:24])([CH3:41])([CH3:40])[CH3:39], predict the reactants needed to synthesize it. The reactants are: [CH:1]1([C:5]([C:7]2[C@@H:8]([C:25]3[CH:32]=[CH:31][C:28]([C:29]#[N:30])=[CH:27][CH:26]=3)[NH:9][C:10](=[O:24])[N:11]([C:14]3[CH:19]=[CH:18][CH:17]=[C:16]([C:20]([F:23])([F:22])[F:21])[CH:15]=3)[C:12]=2[CH3:13])=[O:6])[CH2:4][CH2:3][CH2:2]1.Br[CH2:34][C:35]([O:37][C:38]([CH3:41])([CH3:40])[CH3:39])=[O:36].C(=O)([O-])[O-].[K+].[K+].O. (9) Given the product [NH2:22][C:17]1[N:16]=[CH:15][C:14]2[C:19](=[CH:20][CH:21]=[C:12]([C:4]3[CH:3]=[C:2]([NH:1][C:29](=[O:30])[C:28]4[CH:32]=[CH:33][CH:34]=[C:26]([CH:23]([CH3:24])[CH3:25])[CH:27]=4)[CH:7]=[C:6]([C:8]([F:9])([F:10])[F:11])[CH:5]=3)[CH:13]=2)[N:18]=1, predict the reactants needed to synthesize it. The reactants are: [NH2:1][C:2]1[CH:3]=[C:4]([C:12]2[CH:13]=[C:14]3[C:19](=[CH:20][CH:21]=2)[N:18]=[C:17]([NH2:22])[N:16]=[CH:15]3)[CH:5]=[C:6]([C:8]([F:11])([F:10])[F:9])[CH:7]=1.[CH:23]([C:26]1[CH:27]=[C:28]([CH:32]=[CH:33][CH:34]=1)[C:29](O)=[O:30])([CH3:25])[CH3:24].CN(C(ON1N=NC2C=CC=NC1=2)=[N+](C)C)C.F[P-](F)(F)(F)(F)F.CCN(C(C)C)C(C)C.